Task: Predict which catalyst facilitates the given reaction.. Dataset: Catalyst prediction with 721,799 reactions and 888 catalyst types from USPTO (1) Reactant: [N:1]1[CH:6]=[CH:5][CH:4]=[C:3]([C:7]2[CH:11]=[C:10]([C:12]([F:15])([F:14])[F:13])[N:9]([C:16]3[N:21]=[N:20][C:19]([NH2:22])=[CH:18][CH:17]=3)[N:8]=2)[CH:2]=1.C(N(CC)C(C)C)(C)C.[O:32]1[C:36]([C:37]2[CH:38]=[C:39]([CH:43]=[CH:44][CH:45]=2)[C:40](Cl)=[O:41])=[CH:35][N:34]=[CH:33]1.C(=O)(O)[O-].[Na+]. Product: [N:1]1[CH:6]=[CH:5][CH:4]=[C:3]([C:7]2[CH:11]=[C:10]([C:12]([F:15])([F:13])[F:14])[N:9]([C:16]3[N:21]=[N:20][C:19]([NH2:22])=[CH:18][CH:17]=3)[N:8]=2)[CH:2]=1.[O:32]1[C:36]([C:37]2[CH:38]=[C:39]([CH:43]=[CH:44][CH:45]=2)[C:40]([NH:22][C:19]2[N:20]=[N:21][C:16]([N:9]3[C:10]([C:12]([F:15])([F:13])[F:14])=[CH:11][C:7]([C:3]4[CH:2]=[N:1][CH:6]=[CH:5][CH:4]=4)=[N:8]3)=[CH:17][CH:18]=2)=[O:41])=[CH:35][N:34]=[CH:33]1. The catalyst class is: 7. (2) Product: [Cl:23][CH2:22][CH2:21][CH2:20][CH2:19][N:3]1[CH:4]=[CH:5][C:6]([C:8]([F:11])([F:9])[F:10])=[N:7][C:2]1=[O:1]. Reactant: [OH:1][C:2]1[N:7]=[C:6]([C:8]([F:11])([F:10])[F:9])[CH:5]=[CH:4][N:3]=1.C([O-])([O-])=O.[K+].[K+].Br[CH2:19][CH2:20][CH2:21][CH2:22][Cl:23].O. The catalyst class is: 9. (3) Reactant: [Cl:1][C:2]1[CH:7]=[CH:6][CH:5]=[C:4]([Cl:8])[C:3]=1[CH2:9][S:10]([C:13]1[CH:14]=[C:15]2[C:19](=[CH:20][CH:21]=1)[NH:18][C:17](=[O:22])/[C:16]/2=[CH:23]\[C:24]1[NH:28][C:27]([CH3:29])=[C:26]([CH2:30][CH2:31][C:32](O)=[O:33])[C:25]=1[CH3:35])(=[O:12])=[O:11].CCN(C(C)C)C(C)C.[NH:45]1[CH2:50][CH2:49][O:48][CH2:47][CH2:46]1.CN(C(ON1N=NC2C=CC=NC1=2)=[N+](C)C)C.F[P-](F)(F)(F)(F)F. Product: [Cl:8][C:4]1[CH:5]=[CH:6][CH:7]=[C:2]([Cl:1])[C:3]=1[CH2:9][S:10]([C:13]1[CH:14]=[C:15]2[C:19](=[CH:20][CH:21]=1)[NH:18][C:17](=[O:22])/[C:16]/2=[CH:23]\[C:24]1[NH:28][C:27]([CH3:29])=[C:26]([CH2:30][CH2:31][C:32]([N:45]2[CH2:50][CH2:49][O:48][CH2:47][CH2:46]2)=[O:33])[C:25]=1[CH3:35])(=[O:11])=[O:12]. The catalyst class is: 3. (4) Reactant: C1C2C(COC([NH:18][C@H:19]([C:23]([NH:25][C@H:26]([C:34]([NH:36][C:37]3[CH:42]=[CH:41][C:40]([CH2:43][O:44][C:45](=[O:101])[N:46]([CH2:48][CH2:49][N:50]([C:52]([O:54][C:55]4[CH:63]=[C:62]5[C:58]([C@H:59]([CH2:95][Cl:96])[CH2:60][N:61]5[C:64]([C:66]5[NH:67][C:68]6[C:73]([CH:74]=5)=[CH:72][C:71]([NH:75][C:76]([C:78]5[NH:79][C:80]7[C:85]([CH:86]=5)=[CH:84][C:83]([O:87][CH2:88][CH2:89][N:90]5[CH2:94][CH2:93][CH2:92][CH2:91]5)=[CH:82][CH:81]=7)=[O:77])=[CH:70][CH:69]=6)=[O:65])=[C:57]5[C:97]([CH3:100])=[CH:98][S:99][C:56]=45)=[O:53])[CH3:51])[CH3:47])=[CH:39][CH:38]=3)=[O:35])[CH2:27][CH2:28][CH2:29][NH:30][C:31](=[O:33])[NH2:32])=[O:24])[CH:20]([CH3:22])[CH3:21])=O)C3C(=CC=CC=3)C=2C=CC=1.N1CCCCC1. Product: [NH2:18][C@H:19]([C:23]([NH:25][C@H:26]([C:34]([NH:36][C:37]1[CH:38]=[CH:39][C:40]([CH2:43][O:44][C:45](=[O:101])[N:46]([CH2:48][CH2:49][N:50]([C:52]([O:54][C:55]2[CH:63]=[C:62]3[C:58]([C@H:59]([CH2:95][Cl:96])[CH2:60][N:61]3[C:64]([C:66]3[NH:67][C:68]4[C:73]([CH:74]=3)=[CH:72][C:71]([NH:75][C:76]([C:78]3[NH:79][C:80]5[C:85]([CH:86]=3)=[CH:84][C:83]([O:87][CH2:88][CH2:89][N:90]3[CH2:91][CH2:92][CH2:93][CH2:94]3)=[CH:82][CH:81]=5)=[O:77])=[CH:70][CH:69]=4)=[O:65])=[C:57]3[C:97]([CH3:100])=[CH:98][S:99][C:56]=23)=[O:53])[CH3:51])[CH3:47])=[CH:41][CH:42]=1)=[O:35])[CH2:27][CH2:28][CH2:29][NH:30][C:31](=[O:33])[NH2:32])=[O:24])[CH:20]([CH3:21])[CH3:22]. The catalyst class is: 3. (5) Reactant: [CH3:1][C:2]1[C:7]([CH3:8])=[CH:6][C:5]([NH2:9])=[C:4]([N+:10]([O-:12])=[O:11])[CH:3]=1.[H-].[Na+].N[CH2:16][CH2:17][CH2:18][CH2:19][CH2:20][CH2:21][C:22]([OH:24])=[O:23].O. Product: [CH3:1][C:2]1[C:7]([CH3:8])=[CH:6][C:5]([NH:9][CH2:16][CH2:17][CH2:18][CH2:19][CH2:20][CH2:21][C:22]([OH:24])=[O:23])=[C:4]([N+:10]([O-:12])=[O:11])[CH:3]=1. The catalyst class is: 3. (6) Reactant: [C:1]([C:4]1[C:9]2[S:10][C:11]([C:14]([NH:16][C:17]3[CH:26]=[CH:25][C:24]4[C:19](=[CH:20][CH:21]=[CH:22][C:23]=4[CH2:27][OH:28])[N:18]=3)=[O:15])=[C:12]([CH3:13])[C:8]=2[C:7]([CH2:29][O:30][CH3:31])=[CH:6][CH:5]=1)(=[O:3])[CH3:2].[C:32]1(=[O:38])[O:37][C:35](=[O:36])[CH2:34][CH2:33]1.C(N(CC)CC)C. Product: [C:1]([C:4]1[C:9]2[S:10][C:11]([C:14]([NH:16][C:17]3[CH:26]=[CH:25][C:24]4[C:19](=[CH:20][CH:21]=[CH:22][C:23]=4[CH2:27][O:28][C:32](=[O:38])[CH2:33][CH2:34][C:35]([OH:37])=[O:36])[N:18]=3)=[O:15])=[C:12]([CH3:13])[C:8]=2[C:7]([CH2:29][O:30][CH3:31])=[CH:6][CH:5]=1)(=[O:3])[CH3:2]. The catalyst class is: 241. (7) Reactant: N[C:2]1[CH:3]=[C:4]([C:9](=[O:11])[CH3:10])[CH:5]=[CH:6][C:7]=1[F:8].S(=O)(=O)(O)[OH:13].[N+]([O-])([O-])=O.[Na+].CCOC(C)=O. Product: [F:8][C:7]1[CH:6]=[CH:5][C:4]([C:9](=[O:11])[CH3:10])=[CH:3][C:2]=1[OH:13]. The catalyst class is: 6.